Predict the reactants needed to synthesize the given product. From a dataset of Full USPTO retrosynthesis dataset with 1.9M reactions from patents (1976-2016). (1) The reactants are: [OH:1][NH:2][C:3](=[NH:14])[C:4]1[CH:9]=[CH:8][C:7]([S:10](=[O:13])(=[O:12])[NH2:11])=[CH:6][CH:5]=1.[Cl:15][C:16]1[CH:21]=[CH:20][C:19]([C:22]2[CH:27]=[C:26]([CH3:28])[N:25]=[C:24]([C:29](O)=O)[N:23]=2)=[CH:18][CH:17]=1. Given the product [Cl:15][C:16]1[CH:17]=[CH:18][C:19]([C:22]2[CH:27]=[C:26]([CH3:28])[N:25]=[C:24]([C:29]3[O:1][N:2]=[C:3]([C:4]4[CH:9]=[CH:8][C:7]([S:10]([NH2:11])(=[O:12])=[O:13])=[CH:6][CH:5]=4)[N:14]=3)[N:23]=2)=[CH:20][CH:21]=1, predict the reactants needed to synthesize it. (2) Given the product [Cl:3][C:4]1[C:5]([N:10]2[CH2:11][CH2:12][N:13]([CH2:23][C:20]3[C:19]([CH3:25])=[N:18][N:17]([CH3:16])[C:21]=3[CH3:22])[CH2:14][CH2:15]2)=[N:6][CH:7]=[CH:8][N:9]=1, predict the reactants needed to synthesize it. The reactants are: Cl.Cl.[Cl:3][C:4]1[C:5]([N:10]2[CH2:15][CH2:14][NH:13][CH2:12][CH2:11]2)=[N:6][CH:7]=[CH:8][N:9]=1.[CH3:16][N:17]1[C:21]([CH3:22])=[C:20]([CH:23]=O)[C:19]([CH3:25])=[N:18]1.C(O[BH-](OC(=O)C)OC(=O)C)(=O)C.[Na+].C(=O)([O-])O.[Na+]. (3) Given the product [C:4]([C:3]1[N:9]=[C:10]2[CH:15]=[CH:14][C:13]([N+:16]([O-:18])=[O:17])=[CH:12][N:11]2[CH:2]=1)([CH3:7])([CH3:6])[CH3:5], predict the reactants needed to synthesize it. The reactants are: Br[CH2:2][C:3](=O)[C:4]([CH3:7])([CH3:6])[CH3:5].[NH2:9][C:10]1[CH:15]=[CH:14][C:13]([N+:16]([O-:18])=[O:17])=[CH:12][N:11]=1.